The task is: Regression. Given two drug SMILES strings and cell line genomic features, predict the synergy score measuring deviation from expected non-interaction effect.. This data is from NCI-60 drug combinations with 297,098 pairs across 59 cell lines. (1) Drug 1: CC1CC(C(C(C=C(C(C(C=CC=C(C(=O)NC2=CC(=O)C(=C(C1)C2=O)OC)C)OC)OC(=O)N)C)C)O)OC. Drug 2: CNC(=O)C1=NC=CC(=C1)OC2=CC=C(C=C2)NC(=O)NC3=CC(=C(C=C3)Cl)C(F)(F)F. Cell line: SW-620. Synergy scores: CSS=80.2, Synergy_ZIP=4.55, Synergy_Bliss=4.01, Synergy_Loewe=-0.898, Synergy_HSA=6.88. (2) Drug 1: CNC(=O)C1=NC=CC(=C1)OC2=CC=C(C=C2)NC(=O)NC3=CC(=C(C=C3)Cl)C(F)(F)F. Drug 2: CC1CCCC2(C(O2)CC(NC(=O)CC(C(C(=O)C(C1O)C)(C)C)O)C(=CC3=CSC(=N3)C)C)C. Cell line: OVCAR-5. Synergy scores: CSS=45.6, Synergy_ZIP=1.12, Synergy_Bliss=-2.08, Synergy_Loewe=-33.2, Synergy_HSA=-2.68.